From a dataset of Catalyst prediction with 721,799 reactions and 888 catalyst types from USPTO. Predict which catalyst facilitates the given reaction. Reactant: C[O:2][C:3]([C:5]1[C:9]([NH:10][C:11](=[O:19])[C:12]2[CH:17]=[CH:16][C:15]([CH3:18])=[CH:14][CH:13]=2)=[CH:8][NH:7][N:6]=1)=[O:4]. Product: [CH3:18][C:15]1[CH:14]=[CH:13][C:12]([C:11]([NH:10][C:9]2[C:5]([C:3]([OH:4])=[O:2])=[N:6][NH:7][CH:8]=2)=[O:19])=[CH:17][CH:16]=1. The catalyst class is: 562.